Dataset: Reaction yield outcomes from USPTO patents with 853,638 reactions. Task: Predict the reaction yield, written as a fraction of the theoretical maximum amount of product (1.0 means a 100% yield; for example, 0.34 means a 34% yield). (1) The reactants are CC1(C)C(C)(C)OB([C:9]2[CH:10]=[C:11]([OH:15])[CH:12]=[CH:13][CH:14]=2)O1.Cl[C:18]1[N:23]=[C:22]([NH:24][C:25]([C:27]2([C:30]3[CH:40]=[CH:39][C:33]4[O:34][C:35]([F:38])([F:37])[O:36][C:32]=4[CH:31]=3)[CH2:29][CH2:28]2)=[O:26])[CH:21]=[CH:20][C:19]=1[CH3:41]. The catalyst is COCCOC.C([O-])([O-])=O.[Na+].[Na+].C1C=CC([P]([Pd]([P](C2C=CC=CC=2)(C2C=CC=CC=2)C2C=CC=CC=2)([P](C2C=CC=CC=2)(C2C=CC=CC=2)C2C=CC=CC=2)[P](C2C=CC=CC=2)(C2C=CC=CC=2)C2C=CC=CC=2)(C2C=CC=CC=2)C2C=CC=CC=2)=CC=1. The product is [F:38][C:35]1([F:37])[O:34][C:33]2[CH:39]=[CH:40][C:30]([C:27]3([C:25]([NH:24][C:22]4[CH:21]=[CH:20][C:19]([CH3:41])=[C:18]([C:9]5[CH:14]=[CH:13][CH:12]=[C:11]([OH:15])[CH:10]=5)[N:23]=4)=[O:26])[CH2:29][CH2:28]3)=[CH:31][C:32]=2[O:36]1. The yield is 0.780. (2) The product is [CH2:32]([O:31][C:29](=[O:30])[N:22]([S:23]([CH3:26])(=[O:25])=[O:24])[N:11]1[C:10](=[O:27])[C:9]2[C:14](=[CH:15][C:16]([C:17]([F:19])([F:20])[F:18])=[C:7]([N:3]3[CH:4]=[CH:5][N:6]=[C:2]3[CH3:1])[CH:8]=2)[NH:13][C:12]1=[O:21])[CH3:33]. The yield is 0.470. The catalyst is N1C=CC=CC=1. The reactants are [CH3:1][C:2]1[N:3]([C:7]2[CH:8]=[C:9]3[C:14](=[CH:15][C:16]=2[C:17]([F:20])([F:19])[F:18])[NH:13][C:12](=[O:21])[N:11]([NH:22][S:23]([CH3:26])(=[O:25])=[O:24])[C:10]3=[O:27])[CH:4]=[CH:5][N:6]=1.Cl[C:29]([O:31][CH2:32][CH3:33])=[O:30]. (3) The reactants are [CH3:1][N:2]([CH3:22])[S:3]([CH:6]1[CH2:11][CH2:10][N:9](C(OCC2C=CC=CC=2)=O)[CH2:8][CH2:7]1)(=[O:5])=[O:4].[H][H]. The catalyst is CO.[Pd]. The product is [CH3:1][N:2]([CH3:22])[S:3]([CH:6]1[CH2:7][CH2:8][NH:9][CH2:10][CH2:11]1)(=[O:5])=[O:4]. The yield is 0.870.